Dataset: Full USPTO retrosynthesis dataset with 1.9M reactions from patents (1976-2016). Task: Predict the reactants needed to synthesize the given product. Given the product [CH3:1][O:2][C:3]1[CH:8]=[CH:7][CH:6]=[CH:5][C:4]=1[C:9]1([CH3:18])[C:10](=[O:11])[NH:21][N:20]=[C:15]1[CH3:16], predict the reactants needed to synthesize it. The reactants are: [CH3:1][O:2][C:3]1[CH:8]=[CH:7][CH:6]=[CH:5][C:4]=1[C:9]([CH3:18])([C:15](=O)[CH3:16])[C:10](OCC)=[O:11].O.[NH2:20][NH2:21].